Dataset: NCI-60 drug combinations with 297,098 pairs across 59 cell lines. Task: Regression. Given two drug SMILES strings and cell line genomic features, predict the synergy score measuring deviation from expected non-interaction effect. (1) Drug 1: CN(C)N=NC1=C(NC=N1)C(=O)N. Drug 2: CC1C(C(CC(O1)OC2CC(OC(C2O)C)OC3=CC4=CC5=C(C(=O)C(C(C5)C(C(=O)C(C(C)O)O)OC)OC6CC(C(C(O6)C)O)OC7CC(C(C(O7)C)O)OC8CC(C(C(O8)C)O)(C)O)C(=C4C(=C3C)O)O)O)O. Cell line: HS 578T. Synergy scores: CSS=6.37, Synergy_ZIP=-0.621, Synergy_Bliss=4.14, Synergy_Loewe=1.86, Synergy_HSA=2.34. (2) Drug 1: C1C(C(OC1N2C=C(C(=O)NC2=O)F)CO)O. Drug 2: COC1=NC(=NC2=C1N=CN2C3C(C(C(O3)CO)O)O)N. Cell line: NCI-H522. Synergy scores: CSS=1.92, Synergy_ZIP=0.657, Synergy_Bliss=1.97, Synergy_Loewe=-6.94, Synergy_HSA=-3.00. (3) Drug 1: C1CCC(C1)C(CC#N)N2C=C(C=N2)C3=C4C=CNC4=NC=N3. Drug 2: C1CN(CCN1C(=O)CCBr)C(=O)CCBr. Cell line: UACC62. Synergy scores: CSS=21.5, Synergy_ZIP=-3.91, Synergy_Bliss=5.22, Synergy_Loewe=-9.82, Synergy_HSA=-3.06. (4) Drug 2: C1CNP(=O)(OC1)N(CCCl)CCCl. Synergy scores: CSS=-3.29, Synergy_ZIP=0.707, Synergy_Bliss=-1.75, Synergy_Loewe=-12.6, Synergy_HSA=-4.40. Cell line: BT-549. Drug 1: CC1C(C(CC(O1)OC2CC(CC3=C2C(=C4C(=C3O)C(=O)C5=C(C4=O)C(=CC=C5)OC)O)(C(=O)CO)O)N)O.Cl. (5) Drug 1: C1CN(CCN1C(=O)CCBr)C(=O)CCBr. Drug 2: C(CN)CNCCSP(=O)(O)O. Cell line: BT-549. Synergy scores: CSS=21.7, Synergy_ZIP=-2.88, Synergy_Bliss=-1.66, Synergy_Loewe=-6.87, Synergy_HSA=-0.250. (6) Drug 1: CCN(CC)CCNC(=O)C1=C(NC(=C1C)C=C2C3=C(C=CC(=C3)F)NC2=O)C. Drug 2: COC1=C2C(=CC3=C1OC=C3)C=CC(=O)O2. Cell line: MALME-3M. Synergy scores: CSS=6.04, Synergy_ZIP=-0.171, Synergy_Bliss=1.75, Synergy_Loewe=-3.32, Synergy_HSA=-2.03. (7) Drug 1: CN(C)N=NC1=C(NC=N1)C(=O)N. Drug 2: C1=NC2=C(N=C(N=C2N1C3C(C(C(O3)CO)O)O)F)N. Cell line: CAKI-1. Synergy scores: CSS=7.91, Synergy_ZIP=-8.06, Synergy_Bliss=-5.72, Synergy_Loewe=-7.02, Synergy_HSA=-6.27.